This data is from Full USPTO retrosynthesis dataset with 1.9M reactions from patents (1976-2016). The task is: Predict the reactants needed to synthesize the given product. (1) The reactants are: [CH3:1][O:2][CH2:3][CH2:4][CH2:5][CH2:6][N:7]1[C:11]([C:12]2[S:13][CH:14]=[CH:15][CH:16]=2)=[CH:10][CH:9]=[C:8]1[C:17]([N:19]([CH2:41][CH:42]([CH3:44])[CH3:43])[C@H:20]1[CH2:25][C@@H:24]([C:26]([N:28]2[CH2:33][CH2:32][O:31][CH2:30][CH2:29]2)=[O:27])[CH2:23][N:22](C(OC(C)(C)C)=O)[CH2:21]1)=[O:18].C(OCC)(=O)C.Cl. Given the product [CH3:1][O:2][CH2:3][CH2:4][CH2:5][CH2:6][N:7]1[C:11]([C:12]2[S:13][CH:14]=[CH:15][CH:16]=2)=[CH:10][CH:9]=[C:8]1[C:17]([N:19]([CH2:41][CH:42]([CH3:44])[CH3:43])[C@H:20]1[CH2:25][C@@H:24]([C:26]([N:28]2[CH2:33][CH2:32][O:31][CH2:30][CH2:29]2)=[O:27])[CH2:23][NH:22][CH2:21]1)=[O:18], predict the reactants needed to synthesize it. (2) Given the product [CH3:12][C:9]1([CH3:13])[C:10]2[CH:11]=[C:2]([C:19](=[O:21])[CH3:20])[CH:3]=[CH:4][C:5]=2[CH2:6][CH2:7][CH2:8]1, predict the reactants needed to synthesize it. The reactants are: Br[C:2]1[CH:11]=[C:10]2[C:5]([CH2:6][CH2:7][CH2:8][C:9]2([CH3:13])[CH3:12])=[CH:4][CH:3]=1.C([Sn](CCCC)(CCCC)[C:19]([O:21]CC)=[CH2:20])CCC.Cl. (3) Given the product [C:1]([N:5]([CH:17]([C:21]1[CH:26]=[CH:25][CH:24]=[CH:23][CH:22]=1)[CH:18]([CH3:20])[CH3:19])[O:6][CH:7]([C:9]1[CH:14]=[CH:13][C:12]([CH2:15][I:27])=[CH:11][CH:10]=1)[CH3:8])([CH3:4])([CH3:3])[CH3:2], predict the reactants needed to synthesize it. The reactants are: [C:1]([N:5]([CH:17]([C:21]1[CH:26]=[CH:25][CH:24]=[CH:23][CH:22]=1)[CH:18]([CH3:20])[CH3:19])[O:6][CH:7]([C:9]1[CH:14]=[CH:13][C:12]([CH2:15]Cl)=[CH:11][CH:10]=1)[CH3:8])([CH3:4])([CH3:3])[CH3:2].[I-:27].[Na+]. (4) Given the product [C:1]([O:5][C:6](=[O:25])[NH:7][CH2:8][C:9]1[CH:14]=[CH:13][C:12]([C:15]([F:18])([F:16])[F:17])=[C:11]([C:19]2[CH2:24][CH2:23][N:22]([C:40]([C:32]3[C:33]4[C:38](=[C:37]([CH3:39])[CH:36]=[CH:35][CH:34]=4)[N:30]([CH2:29][CH2:28][O:27][CH3:26])[CH:31]=3)=[O:41])[CH2:21][CH:20]=2)[CH:10]=1)([CH3:4])([CH3:2])[CH3:3], predict the reactants needed to synthesize it. The reactants are: [C:1]([O:5][C:6](=[O:25])[NH:7][CH2:8][C:9]1[CH:14]=[CH:13][C:12]([C:15]([F:18])([F:17])[F:16])=[C:11]([C:19]2[CH2:20][CH2:21][NH:22][CH2:23][CH:24]=2)[CH:10]=1)([CH3:4])([CH3:3])[CH3:2].[CH3:26][O:27][CH2:28][CH2:29][N:30]1[C:38]2[C:33](=[CH:34][CH:35]=[CH:36][C:37]=2[CH3:39])[C:32]([C:40](O)=[O:41])=[CH:31]1. (5) Given the product [Br:1][C:2]1[CH:3]=[C:4]2[C:9](=[CH:10][CH:11]=1)[N:8]=[CH:7][C:6]([C:12]([CH:14]1[CH2:16][CH2:15]1)=[O:13])=[C:5]2[NH:30][CH:27]1[CH2:26][CH2:25][CH:24]([N:21]2[CH2:22][CH2:23][C:19]([F:31])([F:18])[CH2:20]2)[CH2:29][CH2:28]1, predict the reactants needed to synthesize it. The reactants are: [Br:1][C:2]1[CH:3]=[C:4]2[C:9](=[CH:10][CH:11]=1)[N:8]=[CH:7][C:6]([C:12]([CH:14]1[CH2:16][CH2:15]1)=[O:13])=[C:5]2Cl.[F:18][C:19]1([F:31])[CH2:23][CH2:22][N:21]([CH:24]2[CH2:29][CH2:28][CH:27]([NH2:30])[CH2:26][CH2:25]2)[CH2:20]1. (6) Given the product [ClH:42].[NH2:7][CH2:8][CH2:9][CH2:10][N:11]([CH:21]([C:25]1[N:30]([CH2:31][C:32]2[CH:33]=[CH:34][CH:35]=[CH:36][CH:37]=2)[C:29](=[O:38])[C:28]2=[CH:39][CH:40]=[C:41]([Cl:42])[N:27]2[N:26]=1)[CH:22]1[CH2:24][CH2:23]1)[C:12](=[O:20])[C:13]1[CH:18]=[CH:17][C:16]([CH3:19])=[CH:15][CH:14]=1, predict the reactants needed to synthesize it. The reactants are: C(OC(=O)[NH:7][CH2:8][CH2:9][CH2:10][N:11]([CH:21]([C:25]1[N:30]([CH2:31][C:32]2[CH:37]=[CH:36][CH:35]=[CH:34][CH:33]=2)[C:29](=[O:38])[C:28]2=[CH:39][CH:40]=[C:41]([Cl:42])[N:27]2[N:26]=1)[CH:22]1[CH2:24][CH2:23]1)[C:12](=[O:20])[C:13]1[CH:18]=[CH:17][C:16]([CH3:19])=[CH:15][CH:14]=1)(C)(C)C.Cl.O1CCOCC1. (7) Given the product [CH3:8][C:7]1[CH:6]=[CH:5][N:13]=[C:12]([C:26](=[O:22])[CH3:25])[N:11]=1, predict the reactants needed to synthesize it. The reactants are: C[Mg]Br.O1[CH2:8][CH2:7][CH2:6][CH2:5]1.CC1C=C[N:13]=[C:12](C#N)[N:11]=1.[Cl-].[NH4+].[Cl-].[Na+].[O:22]1[CH2:26][CH2:25]CC1. (8) Given the product [C:1]([O:5][C:6]([CH:8]1[CH2:9][CH2:10][CH:11]([CH2:14][CH2:15][N:16]2[CH2:17][CH2:18][N:19]([C:22]3[CH:23]=[CH:24][C:25]([NH:28][C:36](=[O:39])[CH2:37][CH3:38])=[CH:26][CH:27]=3)[CH2:20][CH2:21]2)[CH2:12][CH2:13]1)=[O:7])([CH3:4])([CH3:2])[CH3:3], predict the reactants needed to synthesize it. The reactants are: [C:1]([O:5][C:6]([CH:8]1[CH2:13][CH2:12][CH:11]([CH2:14][CH2:15][N:16]2[CH2:21][CH2:20][N:19]([C:22]3[CH:27]=[CH:26][C:25]([NH2:28])=[CH:24][CH:23]=3)[CH2:18][CH2:17]2)[CH2:10][CH2:9]1)=[O:7])([CH3:4])([CH3:3])[CH3:2].CCN(CC)CC.[C:36](Cl)(=[O:39])[CH2:37][CH3:38]. (9) The reactants are: Cl[C:2]1[CH:11]=[CH:10][C:9]([S:12][CH3:13])=[CH:8][C:3]=1[C:4]([O:6][CH3:7])=[O:5].[Cu][C:15]#[N:16].O.C(OCC)(=O)C. Given the product [C:15]([C:2]1[CH:11]=[CH:10][C:9]([S:12][CH3:13])=[CH:8][C:3]=1[C:4]([O:6][CH3:7])=[O:5])#[N:16], predict the reactants needed to synthesize it.